From a dataset of Forward reaction prediction with 1.9M reactions from USPTO patents (1976-2016). Predict the product of the given reaction. (1) Given the reactants [CH2:1]([OH:6])[C:2]([F:5])([F:4])[F:3].[Na].Cl[C:9]1[N:10]=[CH:11][C:12]([CH:15]=[O:16])=[N:13][CH:14]=1.Cl, predict the reaction product. The product is: [F:3][C:2]([F:5])([F:4])[CH2:1][O:6][C:9]1[N:10]=[CH:11][C:12]([CH:15]=[O:16])=[N:13][CH:14]=1. (2) Given the reactants [NH2:1][C:2]1[CH:3]=[CH:4][C:5]([CH3:8])=[N:6][CH:7]=1.[CH3:9][C:10]([O:13][C:14](O[C:14]([O:13][C:10]([CH3:12])([CH3:11])[CH3:9])=[O:15])=[O:15])([CH3:12])[CH3:11], predict the reaction product. The product is: [C:10]([O:13][C:14](=[O:15])[NH:1][C:2]1[CH:7]=[N:6][C:5]([CH3:8])=[CH:4][CH:3]=1)([CH3:12])([CH3:11])[CH3:9]. (3) Given the reactants [Cl:1][C:2]1[C:3]([N:20]2[CH2:25][CH2:24][CH:23]([C:26]([OH:28])=O)[CH2:22][CH2:21]2)=[N:4][C:5]([CH2:13][N:14]2[CH2:18][CH2:17][CH2:16][C:15]2=[O:19])=[C:6]([C:8]([O:10][CH2:11][CH3:12])=[O:9])[CH:7]=1.[CH3:29][O:30][C:31]1[CH:36]=[CH:35][C:34]([CH2:37][S:38]([NH2:41])(=[O:40])=[O:39])=[CH:33][CH:32]=1, predict the reaction product. The product is: [Cl:1][C:2]1[C:3]([N:20]2[CH2:25][CH2:24][CH:23]([C:26](=[O:28])[NH:41][S:38]([CH2:37][C:34]3[CH:35]=[CH:36][C:31]([O:30][CH3:29])=[CH:32][CH:33]=3)(=[O:39])=[O:40])[CH2:22][CH2:21]2)=[N:4][C:5]([CH2:13][N:14]2[CH2:18][CH2:17][CH2:16][C:15]2=[O:19])=[C:6]([CH:7]=1)[C:8]([O:10][CH2:11][CH3:12])=[O:9].